Predict which catalyst facilitates the given reaction. From a dataset of Catalyst prediction with 721,799 reactions and 888 catalyst types from USPTO. (1) Reactant: [F:1][CH:2]([F:14])[O:3][C:4]1[CH:5]=[C:6]([C@H:10]([OH:13])[CH2:11]O)[CH:7]=[CH:8][CH:9]=1.CC(OC)(OC)OC.C[Si](Cl)(C)C.C(=O)([O-])[O-].[K+].[K+]. Product: [F:1][CH:2]([F:14])[O:3][C:4]1[CH:5]=[C:6]([C@H:10]2[CH2:11][O:13]2)[CH:7]=[CH:8][CH:9]=1. The catalyst class is: 4. (2) Reactant: [C:1]1([S:7]([Cl:10])(=[O:9])=[O:8])[CH:6]=[CH:5][CH:4]=[CH:3][CH:2]=1.N1C=CC=CC=1.[NH2:17][C:18]1[CH:19]=[C:20]([NH:27][C:28]2[CH:33]=[CH:32][N:31]=[CH:30][CH:29]=2)[C:21]2[O:25][CH:24]=[CH:23][C:22]=2[CH:26]=1. Product: [ClH:10].[N:31]1[CH:32]=[CH:33][C:28]([NH:27][C:20]2[C:21]3[O:25][CH:24]=[CH:23][C:22]=3[CH:26]=[C:18]([NH:17][S:7]([C:1]3[CH:6]=[CH:5][CH:4]=[CH:3][CH:2]=3)(=[O:9])=[O:8])[CH:19]=2)=[CH:29][CH:30]=1. The catalyst class is: 2. (3) Reactant: [P:1]([O-:12])([O:7][C:8]([CH3:11])([CH3:10])[CH3:9])[O:2][C:3]([CH3:6])([CH3:5])[CH3:4].C[Si]([N-][Si](C)(C)C)(C)C.[Li+].[Br:23][CH2:24][C:25]1[CH:32]=[CH:31][C:28]([CH:29]=[O:30])=[C:27]([Br:33])[CH:26]=1.C([O-])(=O)C.[NH4+]. Product: [Br:33][C:27]1[CH:26]=[C:25]([CH2:24][Br:23])[CH:32]=[CH:31][C:28]=1[CH:29]([P:1](=[O:12])([O:7][C:8]([CH3:11])([CH3:10])[CH3:9])[O:2][C:3]([CH3:5])([CH3:6])[CH3:4])[OH:30]. The catalyst class is: 1. (4) The catalyst class is: 564. Reactant: [C:1]1([CH2:7][O:8][C:9]2[C:14](B(O)O)=[CH:13][C:12]([C:18]([F:21])([F:20])[F:19])=[CH:11][N:10]=2)[CH:6]=[CH:5][CH:4]=[CH:3][CH:2]=1.[NH2:22][C:23]1[CH:24]=[C:25]([CH:31]=[C:32]([C:34]2[CH2:38][CH2:37][CH2:36][C:35]=2Br)[CH:33]=1)[C:26]([O:28][CH2:29][CH3:30])=[O:27].C(=O)([O-])[O-].[Na+].[Na+]. Product: [NH2:22][C:23]1[CH:24]=[C:25]([CH:31]=[C:32]([C:34]2[CH2:38][CH2:37][CH2:36][C:35]=2[C:14]2[C:9]([O:8][CH2:7][C:1]3[CH:6]=[CH:5][CH:4]=[CH:3][CH:2]=3)=[N:10][CH:11]=[C:12]([C:18]([F:21])([F:20])[F:19])[CH:13]=2)[CH:33]=1)[C:26]([O:28][CH2:29][CH3:30])=[O:27]. (5) Reactant: [OH:1][C:2]1[CH:3]=[C:4]([C:11]([F:14])([F:13])[F:12])[CH:5]=[C:6]([N+:8]([O-:10])=[O:9])[CH:7]=1.O[C@H:16]1[CH2:20][CH2:19][O:18][CH2:17]1.C1C=CC(P(C2C=CC=CC=2)C2C=CC=CC=2)=CC=1.CC(OC(/N=N/C(OC(C)C)=O)=O)C. Product: [N+:8]([C:6]1[CH:7]=[C:2]([CH:3]=[C:4]([C:11]([F:12])([F:13])[F:14])[CH:5]=1)[O:1][CH:16]1[CH2:20][CH2:19][O:18][CH2:17]1)([O-:10])=[O:9]. The catalyst class is: 1.